Dataset: M1 muscarinic receptor agonist screen with 61,833 compounds. Task: Binary Classification. Given a drug SMILES string, predict its activity (active/inactive) in a high-throughput screening assay against a specified biological target. (1) The result is 0 (inactive). The compound is S(=O)(=O)(N(C1CCCCC1)CC(=O)NCCC=1CCCCC1)C. (2) The result is 0 (inactive). The drug is Clc1cc(NC(=O)Nc2sc(nn2)C)ccc1. (3) The drug is O=C(N1CCc2c1cccc2)C(n1ccnc1)CC(=O)N1CCN(CC1)C(OCC)=O. The result is 0 (inactive). (4) The compound is S(C=1NC(=O)CC(c2c(OC)cccc2)C1C#N)CC(OCC)=O. The result is 0 (inactive).